Task: Predict the reactants needed to synthesize the given product.. Dataset: Full USPTO retrosynthesis dataset with 1.9M reactions from patents (1976-2016) The reactants are: [CH:1]1[C:13]2[CH:12]([CH2:14][O:15][C:16](=[O:65])[NH:17][C@H:18]([C:58]([O:60]C(C)(C)C)=[O:59])[CH2:19][S:20][CH2:21][C@H:22]([O:41][CH2:42][CH2:43][CH2:44][CH2:45][CH2:46][CH2:47][CH2:48][CH2:49][CH2:50][CH2:51][CH2:52][CH2:53][CH2:54][CH2:55][CH2:56][CH3:57])[CH2:23][O:24][CH2:25][CH2:26][CH2:27][CH2:28][CH2:29][CH2:30][CH2:31][CH2:32][CH2:33][CH2:34][CH2:35][CH2:36][CH2:37][CH2:38][CH2:39][CH3:40])[C:11]3[C:6](=[CH:7][CH:8]=[CH:9][CH:10]=3)[C:5]=2[CH:4]=[CH:3][CH:2]=1. Given the product [CH:1]1[C:13]2[CH:12]([CH2:14][O:15][C:16](=[O:65])[NH:17][C@H:18]([C:58]([OH:60])=[O:59])[CH2:19][S:20][CH2:21][C@H:22]([O:41][CH2:42][CH2:43][CH2:44][CH2:45][CH2:46][CH2:47][CH2:48][CH2:49][CH2:50][CH2:51][CH2:52][CH2:53][CH2:54][CH2:55][CH2:56][CH3:57])[CH2:23][O:24][CH2:25][CH2:26][CH2:27][CH2:28][CH2:29][CH2:30][CH2:31][CH2:32][CH2:33][CH2:34][CH2:35][CH2:36][CH2:37][CH2:38][CH2:39][CH3:40])[C:11]3[C:6](=[CH:7][CH:8]=[CH:9][CH:10]=3)[C:5]=2[CH:4]=[CH:3][CH:2]=1, predict the reactants needed to synthesize it.